This data is from Catalyst prediction with 721,799 reactions and 888 catalyst types from USPTO. The task is: Predict which catalyst facilitates the given reaction. (1) Reactant: [Si:1]([OH:8])([C:4]([CH3:7])([CH3:6])[CH3:5])([CH3:3])[CH3:2].ClC([CH:12]=[CH:13][SiH3:14])Cl.[CH2:15]([N:17](CC)[CH2:18]C)C.[CH3:22]NC. Product: [C:4]([Si:1]([CH3:3])([CH3:2])[O:8][Si:14]([N:17]([CH3:18])[CH3:15])([CH3:22])[CH:13]=[CH2:12])([CH3:7])([CH3:6])[CH3:5]. The catalyst class is: 13. (2) Reactant: Cl[C:2]1[N:7]=[C:6]([N:8]2[C:16]3[CH:15]=[C:14]([C:17]4[CH:22]=[N:21][CH:20]=[C:19]([CH3:23])[N:18]=4)[N:13]=[CH:12][C:11]=3[CH:10]=[N:9]2)[CH:5]=[CH:4][C:3]=1[C:24]([F:27])([F:26])[F:25].[NH:28]1[CH2:33][CH2:32][CH2:31][C@H:30]([NH:34][C:35](=[O:41])[O:36][C:37]([CH3:40])([CH3:39])[CH3:38])[CH2:29]1.CN1CCOCC1.O. Product: [CH3:23][C:19]1[N:18]=[C:17]([C:14]2[N:13]=[CH:12][C:11]3[CH:10]=[N:9][N:8]([C:6]4[N:7]=[C:2]([N:28]5[CH2:33][CH2:32][CH2:31][C@H:30]([NH:34][C:35](=[O:41])[O:36][C:37]([CH3:39])([CH3:38])[CH3:40])[CH2:29]5)[C:3]([C:24]([F:27])([F:26])[F:25])=[CH:4][CH:5]=4)[C:16]=3[CH:15]=2)[CH:22]=[N:21][CH:20]=1. The catalyst class is: 60. (3) Reactant: O[CH:2]([C:6]1[CH:11]=[CH:10][C:9]([CH:12]([CH3:14])[CH3:13])=[CH:8][CH:7]=1)[C:3]([OH:5])=[O:4].[CH3:15][C:16]1[C:21]([CH3:22])=[CH:20][C:19]([CH3:23])=[CH:18][C:17]=1O.S(=O)(=O)(O)O. Product: [CH:12]([C:9]1[CH:10]=[CH:11][C:6]([CH:2]2[C:18]3[C:19]([CH3:23])=[CH:20][C:21]([CH3:22])=[C:16]([CH3:15])[C:17]=3[O:5][C:3]2=[O:4])=[CH:7][CH:8]=1)([CH3:14])[CH3:13]. The catalyst class is: 6. (4) Reactant: Cl[C:2]1[C:11]([Cl:12])=[N:10][C:9]2[C:4](=[CH:5][C:6]([CH3:14])=[C:7]([CH3:13])[CH:8]=2)[N:3]=1.[Cl:15][C:16]1[CH:21]=[CH:20][CH:19]=[CH:18][C:17]=1[S:22]([NH2:25])(=[O:24])=[O:23].C(=O)([O-])[O-].[K+].[K+]. The catalyst class is: 16. Product: [Cl:15][C:16]1[CH:21]=[CH:20][CH:19]=[CH:18][C:17]=1[S:22]([NH:25][C:2]1[C:11]([Cl:12])=[N:10][C:9]2[C:4](=[CH:5][C:6]([CH3:14])=[C:7]([CH3:13])[CH:8]=2)[N:3]=1)(=[O:24])=[O:23]. (5) Reactant: CC1[N:6]=[C:5]([C:7]2[CH:8]=[CH:9][C:10]([O:15]CC(C)C)=[C:11](C#N)[CH:12]=2)SC=1C(O)=O.OC1C=CC(C=O)=CC=1[N+:32]([O-:34])=[O:33].NO.C([O-])=O.[Na+]. Product: [OH:15][C:10]1[CH:9]=[CH:8][C:7]([C:5]#[N:6])=[CH:12][C:11]=1[N+:32]([O-:34])=[O:33]. The catalyst class is: 106. (6) Reactant: Cl.[C:2](Cl)(=[O:9])[C:3]1[CH:8]=[CH:7][N:6]=[CH:5][CH:4]=1.C(N(CC)CC)C.ClCCl.[CH3:21][C:22]1[CH:23]=[CH:24][C:25]([N:29]2[CH2:34][CH2:33][CH2:32][CH2:31][CH2:30]2)=[C:26]([CH:28]=1)[NH2:27]. Product: [CH3:21][C:22]1[CH:23]=[CH:24][C:25]([N:29]2[CH2:34][CH2:33][CH2:32][CH2:31][CH2:30]2)=[C:26]([NH:27][C:2](=[O:9])[C:3]2[CH:8]=[CH:7][N:6]=[CH:5][CH:4]=2)[CH:28]=1. The catalyst class is: 777. (7) Product: [N:1]1[CH:6]=[CH:5][CH:4]=[CH:3][C:2]=1[C:7]([C:16]1[N:21]=[C:20]([P:29]([C:30]2[CH:31]=[CH:32][CH:33]=[CH:34][CH:35]=2)[C:26]2[CH:27]=[CH:28][CH:23]=[CH:24][CH:25]=2)[CH:19]=[CH:18][CH:17]=1)([C:9]1[N:14]=[C:13]([P:29]([C:26]2[CH:27]=[CH:28][CH:23]=[CH:24][CH:25]=2)[C:30]2[CH:35]=[CH:34][CH:33]=[CH:32][CH:31]=2)[CH:12]=[CH:11][CH:10]=1)[CH3:8]. Reactant: [N:1]1[CH:6]=[CH:5][CH:4]=[CH:3][C:2]=1[C:7]([C:16]1[N:21]=[C:20](F)[CH:19]=[CH:18][CH:17]=1)([C:9]1[N:14]=[C:13](F)[CH:12]=[CH:11][CH:10]=1)[CH3:8].[CH:23]1[CH:28]=[CH:27][C:26]([P-:29][C:30]2[CH:35]=[CH:34][CH:33]=[CH:32][CH:31]=2)=[CH:25][CH:24]=1.[K+].[Cl-].[NH4+]. The catalyst class is: 7. (8) The catalyst class is: 522. Reactant: [N+:1]([C:4]1[CH:5]=[C:6]([CH:17]=[CH:18][CH:19]=1)[CH2:7][NH:8][C:9](=[O:16])[O:10][C@H:11]1[CH2:15][CH2:14][O:13][CH2:12]1)([O-])=O.C(OC(C)C)(=O)C.[H][H].S([O-])([O-])(=O)=O.[Na+].[Na+].Cl[C:37]([O:39][C:40]1[CH:45]=[CH:44][CH:43]=[CH:42][CH:41]=1)=[O:38]. Product: [C:40]1([O:39][C:37](=[O:38])[NH:1][C:4]2[CH:19]=[CH:18][CH:17]=[C:6]([CH2:7][NH:8][C:9]([O:10][C@H:11]3[CH2:15][CH2:14][O:13][CH2:12]3)=[O:16])[CH:5]=2)[CH:45]=[CH:44][CH:43]=[CH:42][CH:41]=1.